This data is from Forward reaction prediction with 1.9M reactions from USPTO patents (1976-2016). The task is: Predict the product of the given reaction. (1) Given the reactants [CH3:1][C:2]1[C:6]([C:7]2[N:8]([C:22]3[CH:27]=[CH:26][C:25]([OH:28])=[CH:24][CH:23]=3)[C:9]3[C:14]([C:15]=2[C:16](=O)[C:17]([F:20])([F:19])[F:18])=[CH:13][CH:12]=[CH:11][CH:10]=3)=[C:5]([CH3:29])[O:4][N:3]=1.Cl.[NH2:31][OH:32].N1C=CC=CC=1, predict the reaction product. The product is: [CH3:1][C:2]1[C:6]([C:7]2[N:8]([C:22]3[CH:23]=[CH:24][C:25]([OH:28])=[CH:26][CH:27]=3)[C:9]3[C:14]([C:15]=2[C:16](=[N:31][OH:32])[C:17]([F:20])([F:18])[F:19])=[CH:13][CH:12]=[CH:11][CH:10]=3)=[C:5]([CH3:29])[O:4][N:3]=1. (2) Given the reactants P([O-])([O-])([O-])=O.[K+].[K+].[K+].[Br:9][C:10]1[CH:15]=[CH:14][C:13]([C:16]([F:19])([F:18])[F:17])=[CH:12][C:11]=1F.O1CCOCC1.[NH:27]1[CH2:32][CH2:31][O:30][CH2:29][CH2:28]1, predict the reaction product. The product is: [Br:9][C:10]1[CH:15]=[CH:14][C:13]([C:16]([F:19])([F:18])[F:17])=[CH:12][C:11]=1[N:27]1[CH2:32][CH2:31][O:30][CH2:29][CH2:28]1. (3) Given the reactants CO[C:3]([C:5]1[C:10]([NH:11][C:12]([C:14]2[C:23]3[C:18](=[CH:19][CH:20]=[CH:21][CH:22]=3)[C:17]([CH2:24][N:25]3[CH:29]=[CH:28][N:27]=[N:26]3)=[CH:16][CH:15]=2)=[O:13])=[CH:9][CH:8]=[C:7]([O:30][CH3:31])[N:6]=1)=[O:4].CN([CH:35]=[O:36])C, predict the reaction product. The product is: [O:36]1[CH2:35][CH2:23][CH:14]([CH2:12][NH:11][C:3]([C:5]2[C:10]([NH:11][C:12]([C:14]3[C:23]4[C:18](=[CH:19][CH:20]=[CH:21][CH:22]=4)[C:17]([CH2:24][N:25]4[CH:29]=[CH:28][N:27]=[N:26]4)=[CH:16][CH:15]=3)=[O:13])=[CH:9][CH:8]=[C:7]([O:30][CH3:31])[N:6]=2)=[O:4])[CH2:15][CH2:16]1. (4) Given the reactants [OH-].[Na+].[Cl:3][C:4]1[CH:13]=[CH:12][C:7]([C:8]([O:10]C)=[O:9])=[C:6]([NH:14][CH2:15][CH2:16][CH3:17])[CH:5]=1, predict the reaction product. The product is: [Cl:3][C:4]1[CH:13]=[CH:12][C:7]([C:8]([OH:10])=[O:9])=[C:6]([NH:14][CH2:15][CH2:16][CH3:17])[CH:5]=1. (5) Given the reactants Br[CH:2]([C:7]1[CH:12]=[CH:11][C:10]([CH3:13])=[CH:9][CH:8]=1)[C:3]([O:5][CH3:6])=[O:4].[NH:14]1[CH2:19][CH2:18][CH2:17][CH2:16][CH2:15]1, predict the reaction product. The product is: [N:14]1([CH:2]([C:7]2[CH:12]=[CH:11][C:10]([CH3:13])=[CH:9][CH:8]=2)[C:3]([O:5][CH3:6])=[O:4])[CH2:19][CH2:18][CH2:17][CH2:16][CH2:15]1. (6) Given the reactants [CH3:1][C:2]([OH:5])([CH3:4])[CH3:3].Cl[S:7]([N:10]=[C:11]=[O:12])(=[O:9])=[O:8].[NH2:13][C:14]1[CH:19]=[CH:18][C:17](/[CH:20]=[CH:21]/[S:22]([N:25]2[CH2:46][CH2:45][C:28]3([N:32]=[C:31]([C:33]4[CH:38]=[CH:37][CH:36]=[C:35]([O:39][C:40]([F:43])([F:42])[F:41])[CH:34]=4)[NH:30][C:29]3=[O:44])[CH2:27][CH2:26]2)(=[O:24])=[O:23])=[C:16]([CH3:47])[CH:15]=1.C(N(CC)CC)C, predict the reaction product. The product is: [C:2]([O:5][C:11]([NH:10][S:7]([NH:13][C:14]1[CH:19]=[CH:18][C:17](/[CH:20]=[CH:21]/[S:22]([N:25]2[CH2:26][CH2:27][C:28]3([N:32]=[C:31]([C:33]4[CH:38]=[CH:37][CH:36]=[C:35]([O:39][C:40]([F:41])([F:43])[F:42])[CH:34]=4)[NH:30][C:29]3=[O:44])[CH2:45][CH2:46]2)(=[O:23])=[O:24])=[C:16]([CH3:47])[CH:15]=1)(=[O:9])=[O:8])=[O:12])([CH3:4])([CH3:3])[CH3:1]. (7) Given the reactants [SH3+].[Br-].[CH2:3]([S+]1CCCC1)[C:4]1[CH:9]=[CH:8][CH:7]=[CH:6][CH:5]=1.[CH2:15]([O:17][C:18](=[O:28])/[CH:19]=[CH:20]/[C:21]1[CH:26]=[CH:25][CH:24]=[C:23]([Br:27])[CH:22]=1)[CH3:16].[Li+].C[Si]([N-][Si](C)(C)C)(C)C, predict the reaction product. The product is: [CH2:15]([O:17][C:18]([C@@H:19]1[C@H:3]([C:4]2[CH:9]=[CH:8][CH:7]=[CH:6][CH:5]=2)[C@H:20]1[C:21]1[CH:26]=[CH:25][CH:24]=[C:23]([Br:27])[CH:22]=1)=[O:28])[CH3:16]. (8) Given the reactants [SH:1][C:2]1[CH:7]=[CH:6][C:5]([OH:8])=[CH:4][CH:3]=1.[C:9]([O:13][CH:14]([CH2:16][CH:17]1[CH:24]2[CH2:25][CH:20]3[CH2:21][CH:22]([CH2:26][CH:18]1[CH2:19]3)[CH2:23]2)[CH3:15])(=[O:12])[CH:10]=[CH2:11].C(N(CC)CC)C.C(OCC)(=O)C, predict the reaction product. The product is: [OH:8][C:5]1[CH:6]=[CH:7][C:2]([S:1][CH2:11][CH2:10][C:9]([O:13][CH:14]([CH2:16][CH:17]2[CH:24]3[CH2:23][CH:22]4[CH2:21][CH:20]([CH2:19][CH:18]2[CH2:26]4)[CH2:25]3)[CH3:15])=[O:12])=[CH:3][CH:4]=1. (9) Given the reactants [CH:1]1([C:4]2[CH:5]=[CH:6][CH:7]=[C:8]3[C:16]=2[CH:11]2[NH:12][C:13](=[O:15])[CH2:14][CH:10]2[CH2:9]3)[CH2:3][CH2:2]1.[C:17](O[C:17]([O:19][C:20]([CH3:23])([CH3:22])[CH3:21])=[O:18])([O:19][C:20]([CH3:23])([CH3:22])[CH3:21])=[O:18].CN(C1C=CC=CN=1)C.C(N(CC)CC)C, predict the reaction product. The product is: [CH:1]1([C:4]2[CH:5]=[CH:6][CH:7]=[C:8]3[C:16]=2[CH:11]2[N:12]([C:17]([O:19][C:20]([CH3:23])([CH3:22])[CH3:21])=[O:18])[C:13](=[O:15])[CH2:14][CH:10]2[CH2:9]3)[CH2:3][CH2:2]1. (10) The product is: [CH:1]1([CH:4]([OH:31])[CH:5]([NH:17][C:18]([N:20]2[CH2:25][C:24](=[O:26])[NH:23][C:22]3[CH:27]=[CH:28][CH:29]=[N:30][C:21]2=3)=[O:19])[C:6]2[CH:7]=[CH:8][C:9]([O:12][C:13]([F:16])([F:15])[F:14])=[CH:10][CH:11]=2)[CH2:2][CH2:3]1. Given the reactants [CH:1]1([C:4](=[O:31])[CH:5]([NH:17][C:18]([N:20]2[CH2:25][C:24](=[O:26])[NH:23][C:22]3[CH:27]=[CH:28][CH:29]=[N:30][C:21]2=3)=[O:19])[C:6]2[CH:11]=[CH:10][C:9]([O:12][C:13]([F:16])([F:15])[F:14])=[CH:8][CH:7]=2)[CH2:3][CH2:2]1.CO.O1CCCC1.[BH4-].[Na+], predict the reaction product.